This data is from Full USPTO retrosynthesis dataset with 1.9M reactions from patents (1976-2016). The task is: Predict the reactants needed to synthesize the given product. (1) Given the product [OH:12][C:9]1[CH:10]=[CH:11][C:6]([C:3]2[CH2:4][CH2:5][N:1]([C:26](=[O:27])[CH2:25][C:16]3[C:17]([O:23][CH3:24])=[CH:18][C:19]([O:21][CH3:22])=[CH:20][C:15]=3[O:14][CH3:13])[N:2]=2)=[CH:7][CH:8]=1, predict the reactants needed to synthesize it. The reactants are: [NH:1]1[CH2:5][CH2:4][C:3]([C:6]2[CH:11]=[CH:10][C:9]([OH:12])=[CH:8][CH:7]=2)=[N:2]1.[CH3:13][O:14][C:15]1[CH:20]=[C:19]([O:21][CH3:22])[CH:18]=[C:17]([O:23][CH3:24])[C:16]=1[CH2:25][C:26](O)=[O:27]. (2) Given the product [Cl:1][C:2]1[CH:3]=[CH:4][C:5]([CH:8]([N:10]2[C:18]3[C:13](=[CH:14][CH:15]=[CH:16][CH:17]=3)[C:12]([C:19]([OH:21])=[O:20])=[C:11]2[CH3:24])[CH3:9])=[CH:6][CH:7]=1, predict the reactants needed to synthesize it. The reactants are: [Cl:1][C:2]1[CH:7]=[CH:6][C:5]([CH:8]([N:10]2[C:18]3[C:13](=[CH:14][CH:15]=[CH:16][CH:17]=3)[C:12]([C:19]([O:21]CC)=[O:20])=[C:11]2[CH3:24])[CH3:9])=[CH:4][CH:3]=1.[OH-].[K+].Cl. (3) Given the product [NH:4]1[CH:5]=[CH:6][C:2]([NH:1][C:14](=[O:21])[C:15]2[CH:20]=[CH:19][CH:18]=[CH:17][CH:16]=2)=[N:3]1, predict the reactants needed to synthesize it. The reactants are: [NH2:1][C:2]1[CH:6]=[CH:5][NH:4][N:3]=1.CN1CCOCC1.[C:14](Cl)(=[O:21])[C:15]1[CH:20]=[CH:19][CH:18]=[CH:17][CH:16]=1.[OH-].[Na+]. (4) Given the product [Cl:18][C:15]1[CH:14]=[CH:13][C:12]([C:10]2[C:9]3[C:19]([CH3:23])=[C:20]([CH3:22])[S:21][C:8]=3[N:7]3[C:24]([CH3:27])=[N:25][N:26]=[C:6]3[C@@:5]3([CH2:4][C@H:3]3[CH2:2][NH2:29])[N:11]=2)=[CH:17][CH:16]=1, predict the reactants needed to synthesize it. The reactants are: Br[CH2:2][C@H:3]1[C@@:5]2([N:11]=[C:10]([C:12]3[CH:17]=[CH:16][C:15]([Cl:18])=[CH:14][CH:13]=3)[C:9]3[C:19]([CH3:23])=[C:20]([CH3:22])[S:21][C:8]=3[N:7]3[C:24]([CH3:27])=[N:25][N:26]=[C:6]23)[CH2:4]1.[OH-].[NH4+:29]. (5) Given the product [C:1]([C:3]1[CH:4]=[C:5]([C:13]2[O:17][N:16]=[C:15]([C:18]3[CH:35]=[CH:34][C:21]4[CH2:22][CH2:23][N:24]([CH2:27][C@@H:28]([OH:33])[C:29]([OH:31])=[O:30])[CH2:25][CH2:26][C:20]=4[CH:19]=3)[N:14]=2)[CH:6]=[CH:7][C:8]=1[O:9][CH:10]([CH3:12])[CH3:11])#[N:2], predict the reactants needed to synthesize it. The reactants are: [C:1]([C:3]1[CH:4]=[C:5]([C:13]2[O:17][N:16]=[C:15]([C:18]3[CH:35]=[CH:34][C:21]4[CH2:22][CH2:23][N:24]([CH2:27][C@@H:28]([OH:33])[C:29]([O:31]C)=[O:30])[CH2:25][CH2:26][C:20]=4[CH:19]=3)[N:14]=2)[CH:6]=[CH:7][C:8]=1[O:9][CH:10]([CH3:12])[CH3:11])#[N:2].C(O)C.[OH-].[Na+].C(O)(=O)C. (6) Given the product [F:26][C:22]1[CH:21]=[C:20]2[C:25]([C:17]([C:15]3[CH:14]=[CH:13][C:11]4[N:12]=[C:8]([CH2:7][CH:5]5[NH:6][C:2](=[O:1])[NH:3][C:4]5=[O:34])[O:9][C:10]=4[CH:16]=3)=[CH:18][NH:19]2)=[CH:24][CH:23]=1, predict the reactants needed to synthesize it. The reactants are: [O:1]=[C:2]1[NH:6][CH:5]([CH2:7][C:8]2[O:9][C:10]3[CH:16]=[C:15]([C:17]4[C:25]5[C:20](=[CH:21][C:22]([F:26])=[CH:23][CH:24]=5)[N:19](C(OC(C)(C)C)=O)[CH:18]=4)[CH:14]=[CH:13][C:11]=3[N:12]=2)[C:4](=[O:34])[NH:3]1.C(O)(C(F)(F)F)=O. (7) Given the product [CH2:2]([N:22]1[CH2:23][CH2:24][CH:19]([C:10]2[C:11]([O:15][CH2:16][CH2:17][CH3:18])=[C:12]3[C:7](=[CH:8][CH:9]=2)[N:6]([C:25](=[O:27])[CH3:26])[C@@H:5]([CH3:4])[CH2:14][CH2:13]3)[CH2:20][CH2:21]1)[CH3:3], predict the reactants needed to synthesize it. The reactants are: I[CH2:2][CH3:3].[CH3:4][C@H:5]1[CH2:14][CH2:13][C:12]2[C:7](=[CH:8][CH:9]=[C:10]([CH:19]3[CH2:24][CH2:23][NH:22][CH2:21][CH2:20]3)[C:11]=2[O:15][CH2:16][CH2:17][CH3:18])[N:6]1[C:25](=[O:27])[CH3:26].C(=O)([O-])[O-].[K+].[K+].